Predict the reaction yield, written as a fraction of the theoretical maximum amount of product (1.0 means a 100% yield; for example, 0.34 means a 34% yield). From a dataset of Reaction yield outcomes from USPTO patents with 853,638 reactions. The reactants are [H-].C([Al+]CC(C)C)C(C)C.C[O:12][C:13](=O)[C:14]1[CH:19]=[C:18]([O:20][CH3:21])[C:17]([O:22][CH3:23])=[CH:16][C:15]=1[CH:24]([CH3:32])[CH2:25][C:26]1[CH:31]=[CH:30][CH:29]=[CH:28][CH:27]=1. The catalyst is C1COCC1. The product is [CH3:23][O:22][C:17]1[C:18]([O:20][CH3:21])=[CH:19][C:14]([CH2:13][OH:12])=[C:15]([CH:24]([CH3:32])[CH2:25][C:26]2[CH:31]=[CH:30][CH:29]=[CH:28][CH:27]=2)[CH:16]=1. The yield is 0.480.